The task is: Predict the reaction yield, written as a fraction of the theoretical maximum amount of product (1.0 means a 100% yield; for example, 0.34 means a 34% yield).. This data is from Reaction yield outcomes from USPTO patents with 853,638 reactions. (1) The reactants are [Cl:1][C:2]1[C:19]([F:20])=[CH:18][CH:17]=[C:16]([F:21])[C:3]=1[CH2:4][N:5]1[CH2:10][CH2:9][NH:8][C:7]2[N:11]=[CH:12][C:13](I)=[CH:14][C:6]1=2.B1([C:31]2[CH:36]=[CH:35][C:34]([N:37]3[CH2:42][CH2:41][O:40][CH2:39][CH2:38]3)=[N:33][CH:32]=2)OC(C)(C)C(C)(C)O1. No catalyst specified. The product is [Cl:1][C:2]1[C:19]([F:20])=[CH:18][CH:17]=[C:16]([F:21])[C:3]=1[CH2:4][N:5]1[CH2:10][CH2:9][NH:8][C:7]2[N:11]=[CH:12][C:13]([C:31]3[CH:32]=[N:33][C:34]([N:37]4[CH2:38][CH2:39][O:40][CH2:41][CH2:42]4)=[CH:35][CH:36]=3)=[CH:14][C:6]1=2. The yield is 0.520. (2) The reactants are [CH3:1][N:2]1[C:6]([CH3:7])=[C:5]([C:8]([OH:10])=O)[CH:4]=[N:3]1.S(Cl)(Cl)=O.[NH2:15][C:16]1[CH:17]=[C:18]([CH:31]=[CH:32][CH:33]=1)[C:19]([C:21]1[CH:29]=[C:28]2[C:24]([CH2:25][C:26](=[O:30])[NH:27]2)=[CH:23][CH:22]=1)=[O:20]. The catalyst is C1COCC1. The product is [O:30]=[C:26]1[CH2:25][C:24]2[C:28](=[CH:29][C:21]([C:19]([C:18]3[CH:17]=[C:16]([NH:15][C:8]([C:5]4[CH:4]=[N:3][N:2]([CH3:1])[C:6]=4[CH3:7])=[O:10])[CH:33]=[CH:32][CH:31]=3)=[O:20])=[CH:22][CH:23]=2)[NH:27]1. The yield is 0.460.